This data is from Forward reaction prediction with 1.9M reactions from USPTO patents (1976-2016). The task is: Predict the product of the given reaction. Given the reactants [C:1]([O:5][C:6]([N:8]1[CH2:13][CH2:12][C@@H:11]([C:14]2[CH:19]=[C:18]([F:20])[CH:17]=[C:16]([F:21])[CH:15]=2)[C@H:10]([C:22]2[CH:27]=[CH:26][C:25]([C:28]3[CH:33]=[CH:32][CH:31]=[CH:30][C:29]=3[CH2:34][CH2:35][CH2:36][OH:37])=[CH:24][C:23]=2[CH3:38])[CH2:9]1)=[O:7])([CH3:4])([CH3:3])[CH3:2].[H-].[Na+].[CH3:41]I, predict the reaction product. The product is: [F:20][C:18]1[CH:19]=[C:14]([C@@H:11]2[CH2:12][CH2:13][N:8]([C:6]([O:5][C:1]([CH3:4])([CH3:3])[CH3:2])=[O:7])[CH2:9][C@H:10]2[C:22]2[CH:27]=[CH:26][C:25]([C:28]3[CH:33]=[CH:32][CH:31]=[CH:30][C:29]=3[CH2:34][CH2:35][CH2:36][O:37][CH3:41])=[CH:24][C:23]=2[CH3:38])[CH:15]=[C:16]([F:21])[CH:17]=1.